Dataset: Forward reaction prediction with 1.9M reactions from USPTO patents (1976-2016). Task: Predict the product of the given reaction. (1) Given the reactants [Br:1][C:2]1[CH:3]=[CH:4][C:5]2[N:9]=[N:8][N:7]([CH2:10][C:11]3[CH:12]=[CH:13][C:14]4[N:15]([CH:17]=[C:18]([C:20]([O:22]CC)=[O:21])[N:19]=4)[N:16]=3)[C:6]=2[CH:25]=1.[Li+].[OH-], predict the reaction product. The product is: [Br:1][C:2]1[CH:3]=[CH:4][C:5]2[N:9]=[N:8][N:7]([CH2:10][C:11]3[CH:12]=[CH:13][C:14]4[N:15]([CH:17]=[C:18]([C:20]([OH:22])=[O:21])[N:19]=4)[N:16]=3)[C:6]=2[CH:25]=1. (2) Given the reactants [CH3:1][O:2][C:3]1[CH:4]=[C:5]([CH:20]=[CH:21][C:22]=1[O:23][CH3:24])[C:6]([N:8]1[C:17]2[C:12](=[CH:13][CH:14]=[CH:15][CH:16]=2)[C@H:11](O)[CH2:10][C@@H:9]1[CH3:19])=[O:7].[CH2:25]([N:32]1[CH2:37][CH2:36][C:35]2([C:45]3[C:40](=[CH:41][CH:42]=[CH:43][CH:44]=3)[NH:39][CH2:38]2)[CH2:34][CH2:33]1)[C:26]1[CH:31]=[CH:30][CH:29]=[CH:28][CH:27]=1, predict the reaction product. The product is: [CH2:25]([N:32]1[CH2:37][CH2:36][C:35]2([C:45]3[C:40](=[CH:41][CH:42]=[CH:43][CH:44]=3)[N:39]([CH:11]3[C:12]4[C:17](=[CH:16][CH:15]=[CH:14][CH:13]=4)[N:8]([C:6](=[O:7])[C:5]4[CH:20]=[CH:21][C:22]([O:23][CH3:24])=[C:3]([O:2][CH3:1])[CH:4]=4)[CH:9]([CH3:19])[CH2:10]3)[CH2:38]2)[CH2:34][CH2:33]1)[C:26]1[CH:27]=[CH:28][CH:29]=[CH:30][CH:31]=1. (3) Given the reactants Br[C:2]1[CH:7]=[CH:6][CH:5]=[C:4]([Br:8])[CH:3]=1.[N:9]1([C:15]([O:17][C:18]([CH3:21])([CH3:20])[CH3:19])=[O:16])[CH2:14][CH2:13][NH:12][CH2:11][CH2:10]1.C(=O)([O-])[O-].[Cs+].[Cs+], predict the reaction product. The product is: [Br:8][C:4]1[CH:3]=[C:2]([N:12]2[CH2:11][CH2:10][N:9]([C:15]([O:17][C:18]([CH3:21])([CH3:20])[CH3:19])=[O:16])[CH2:14][CH2:13]2)[CH:7]=[CH:6][CH:5]=1. (4) Given the reactants N([O-])=O.[Na+].N[C:6]1[C:11]([F:12])=[CH:10][C:9]([N:13]([C:18]2[C:37]([CH:38]3[CH2:40][CH2:39]3)=[CH:36][C:21]3[C:22]([C:32]([NH:34][CH3:35])=[O:33])=[C:23]([C:25]4[CH:30]=[CH:29][C:28]([F:31])=[CH:27][CH:26]=4)[O:24][C:20]=3[CH:19]=2)[S:14]([CH3:17])(=[O:16])=[O:15])=[CH:8][C:7]=1[F:41].[BrH:42], predict the reaction product. The product is: [Br:42][C:6]1[C:11]([F:12])=[CH:10][C:9]([N:13]([C:18]2[C:37]([CH:38]3[CH2:40][CH2:39]3)=[CH:36][C:21]3[C:22]([C:32]([NH:34][CH3:35])=[O:33])=[C:23]([C:25]4[CH:30]=[CH:29][C:28]([F:31])=[CH:27][CH:26]=4)[O:24][C:20]=3[CH:19]=2)[S:14]([CH3:17])(=[O:16])=[O:15])=[CH:8][C:7]=1[F:41]. (5) Given the reactants [C:1]1(/C=C/[C:1]2[CH:6]=[CH:5][CH:4]=[CH:3][CH:2]=2)[CH:6]=[CH:5][CH:4]=[CH:3][CH:2]=1.OOS([O-])=O.[K+].[O-:21]S([O-])=O.[Na+].[Na+].CN([CH:30]=[O:31])C, predict the reaction product. The product is: [C:30]([OH:31])(=[O:21])[C:1]1[CH:6]=[CH:5][CH:4]=[CH:3][CH:2]=1.